This data is from Reaction yield outcomes from USPTO patents with 853,638 reactions. The task is: Predict the reaction yield, written as a fraction of the theoretical maximum amount of product (1.0 means a 100% yield; for example, 0.34 means a 34% yield). (1) The reactants are [CH2:1]([C:3]1[C:4]([CH3:13])([CH3:12])[C@@H:5]([C:8](=[CH2:11])[CH:9]=[O:10])[CH2:6][CH:7]=1)[CH3:2].[H-].[H-].[H-].[H-].[Li+].[Al+3].O.[OH-].[Na+]. The catalyst is CCOCC. The product is [CH2:1]([C:3]1[C:4]([CH3:12])([CH3:13])[C@@H:5]([C:8](=[CH2:11])[CH2:9][OH:10])[CH2:6][CH:7]=1)[CH3:2]. The yield is 0.580. (2) The reactants are [F:1][C:2]1[CH:3]=[C:4]([C:29]2[C:30]([C:35]#[N:36])=[CH:31][CH:32]=[CH:33][CH:34]=2)[CH:5]=[CH:6][C:7]=1[CH2:8][C:9]1[C:10](=[O:28])[N:11]([C@H:21]2[CH2:26][CH2:25][C@H:24]([OH:27])[CH2:23][CH2:22]2)[C:12]2[N:13]([N:18]=[CH:19][N:20]=2)[C:14]=1[CH2:15][CH2:16][CH3:17].[N+](=[C:39]([CH3:45])[C:40]([O:42][CH2:43][CH3:44])=[O:41])=[N-]. The catalyst is C1(C)C=CC=CC=1.C([O-])(=O)C.[Rh+2].C([O-])(=O)C. The product is [C:35]([C:30]1[CH:31]=[CH:32][CH:33]=[CH:34][C:29]=1[C:4]1[CH:5]=[CH:6][C:7]([CH2:8][C:9]2[C:10](=[O:28])[N:11]([C@H:21]3[CH2:26][CH2:25][C@H:24]([O:27][CH:39]([CH3:45])[C:40]([O:42][CH2:43][CH3:44])=[O:41])[CH2:23][CH2:22]3)[C:12]3[N:13]([N:18]=[CH:19][N:20]=3)[C:14]=2[CH2:15][CH2:16][CH3:17])=[C:2]([F:1])[CH:3]=1)#[N:36]. The yield is 0.880. (3) The reactants are [NH2:1][C:2]1[CH:27]=[CH:26][C:5]([CH2:6][N:7]([S:16]([C:19]2[CH:24]=[CH:23][C:22]([Cl:25])=[CH:21][CH:20]=2)(=[O:18])=[O:17])[C@H:8]([CH2:12][CH:13]([CH3:15])[CH3:14])[C:9]([NH2:11])=[O:10])=[CH:4][CH:3]=1.CCN(CC)CC.[Br:35][CH2:36][C:37](Cl)=[O:38]. The catalyst is C(Cl)Cl. The product is [Br:35][CH2:36][C:37]([NH:1][C:2]1[CH:27]=[CH:26][C:5]([CH2:6][N:7]([S:16]([C:19]2[CH:20]=[CH:21][C:22]([Cl:25])=[CH:23][CH:24]=2)(=[O:18])=[O:17])[C@H:8]([CH2:12][CH:13]([CH3:15])[CH3:14])[C:9]([NH2:11])=[O:10])=[CH:4][CH:3]=1)=[O:38]. The yield is 0.420. (4) The reactants are [O:1]1[C:5]2[CH:6]=[CH:7][C:8]([C:10]3([C:13]([OH:15])=O)[CH2:12][CH2:11]3)=[CH:9][C:4]=2[O:3][CH2:2]1.CN(C(ON1N=NC2C=CC=CC1=2)=[N+](C)C)C.F[P-](F)(F)(F)(F)F.CCN(CC)CC.[NH2:47][C:48]1[CH:49]=[C:50]2[C:54](=[CH:55][CH:56]=1)[NH:53][C:52]([C:57]([CH3:61])([CH3:60])[CH2:58][OH:59])=[CH:51]2. The catalyst is C(#N)C. The product is [O:1]1[C:5]2[CH:6]=[CH:7][C:8]([C:10]3([C:13]([NH:47][C:48]4[CH:49]=[C:50]5[C:54](=[CH:55][CH:56]=4)[NH:53][C:52]([C:57]([CH3:61])([CH3:60])[CH2:58][OH:59])=[CH:51]5)=[O:15])[CH2:11][CH2:12]3)=[CH:9][C:4]=2[O:3][CH2:2]1. The yield is 0.750. (5) The reactants are [NH2:1][C:2]1[CH:7]=[CH:6][C:5]([C:8]2[N:9]([CH2:21][CH3:22])[C:10]3[C:15]([C:16]=2[C:17]#[N:18])=[CH:14][CH:13]=[C:12]([O:19][CH3:20])[CH:11]=3)=[CH:4][C:3]=1[F:23].Cl[C:25]([O:27][CH2:28][CH2:29][CH3:30])=[O:26]. The catalyst is CCOC(C)=O.C([O-])(O)=O.[Na+].O. The yield is 0.630. The product is [CH2:28]([O:27][C:25](=[O:26])[NH:1][C:2]1[CH:7]=[CH:6][C:5]([C:8]2[N:9]([CH2:21][CH3:22])[C:10]3[C:15]([C:16]=2[C:17]#[N:18])=[CH:14][CH:13]=[C:12]([O:19][CH3:20])[CH:11]=3)=[CH:4][C:3]=1[F:23])[CH2:29][CH3:30]. (6) The reactants are Br[CH:2]([C:7]1[CH:12]=[CH:11][CH:10]=[C:9]([F:13])[CH:8]=1)[C:3]([O:5][CH3:6])=[O:4].[NH:14]1[CH2:19][CH2:18][CH2:17][CH2:16][CH2:15]1.CCN(C(C)C)C(C)C. The catalyst is C(#N)C. The product is [F:13][C:9]1[CH:8]=[C:7]([CH:2]([N:14]2[CH2:19][CH2:18][CH2:17][CH2:16][CH2:15]2)[C:3]([O:5][CH3:6])=[O:4])[CH:12]=[CH:11][CH:10]=1. The yield is 0.710.